This data is from Forward reaction prediction with 1.9M reactions from USPTO patents (1976-2016). The task is: Predict the product of the given reaction. (1) Given the reactants [NH2:1][N:2]1[N:11]=[C:10]([S:12]([C:15]2[CH:20]=[CH:19][CH:18]=[CH:17][CH:16]=2)(=[O:14])=[O:13])[C:9]2[C:4](=[CH:5][CH:6]=[CH:7][CH:8]=2)[C:3]1=[O:21].[CH3:22][C:23]([C:29]1[CH:34]=[CH:33][CH:32]=[CH:31][CH:30]=1)([CH3:28])[CH2:24][C:25](O)=[O:26], predict the reaction product. The product is: [CH3:28][C:23]([C:29]1[CH:34]=[CH:33][CH:32]=[CH:31][CH:30]=1)([CH3:22])[CH2:24][C:25]([NH:1][N:2]1[N:11]=[C:10]([S:12]([C:15]2[CH:16]=[CH:17][CH:18]=[CH:19][CH:20]=2)(=[O:14])=[O:13])[C:9]2[C:4](=[CH:5][CH:6]=[CH:7][CH:8]=2)[C:3]1=[O:21])=[O:26]. (2) Given the reactants S(Cl)([Cl:3])=O.[NH2:5][C@H:6]([C:8]([OH:10])=[O:9])[CH3:7].[CH:11](O)([CH3:13])[CH3:12], predict the reaction product. The product is: [ClH:3].[NH2:5][C@@H:6]([CH3:7])[C:8]([O:10][CH:11]([CH3:13])[CH3:12])=[O:9]. (3) Given the reactants [OH:1][C:2]1[CH:3]=[CH:4][C:5]2[O:9][C:8]([C:10](=[O:14])[CH:11]([CH3:13])[CH3:12])=[C:7]([CH3:15])[C:6]=2[CH:16]=1.CC1C=CC(S(O[CH:28]2[CH2:33][CH2:32][S:31][CH2:30][CH2:29]2)(=O)=O)=CC=1.P([O-])([O-])([O-])=O.[K+].[K+].[K+].O, predict the reaction product. The product is: [CH3:13][CH:11]([CH3:12])[C:10]([C:8]1[O:9][C:5]2[CH:4]=[CH:3][C:2]([O:1][CH:28]3[CH2:33][CH2:32][S:31][CH2:30][CH2:29]3)=[CH:16][C:6]=2[C:7]=1[CH3:15])=[O:14]. (4) Given the reactants [NH2:1][C:2]1[CH:7]=[CH:6][C:5]([S:8]([N:11]([CH3:13])[CH3:12])(=[O:10])=[O:9])=[CH:4][CH:3]=1.[N:14]([O-])=O.[Na+].[Sn](Cl)[Cl:19].[OH-].[Na+], predict the reaction product. The product is: [ClH:19].[NH:1]([C:2]1[CH:7]=[CH:6][C:5]([S:8]([N:11]([CH3:13])[CH3:12])(=[O:10])=[O:9])=[CH:4][CH:3]=1)[NH2:14]. (5) Given the reactants [Br:1][C:2]1[CH:3]=[N:4][CH:5]=[C:6]([CH:10]=1)[C:7]([OH:9])=O.[CH2:11]([O:13][C:14]1[CH:20]=[CH:19][C:17]([NH2:18])=[C:16]([N+:21]([O-:23])=[O:22])[CH:15]=1)[CH3:12], predict the reaction product. The product is: [Br:1][C:2]1[CH:10]=[C:6]([C:7]([NH:18][C:17]2[CH:19]=[CH:20][C:14]([O:13][CH2:11][CH3:12])=[CH:15][C:16]=2[N+:21]([O-:23])=[O:22])=[O:9])[CH:5]=[N:4][CH:3]=1. (6) Given the reactants [Cl:1][C:2]1[CH:8]=[CH:7][C:5]([NH2:6])=[CH:4][CH:3]=1.C(N(CC)CC)C.[CH3:16][C:17]([CH3:22])([CH3:21])[C:18](Cl)=[O:19].O, predict the reaction product. The product is: [Cl:1][C:2]1[CH:8]=[CH:7][C:5]([NH:6][C:18](=[O:19])[C:17]([CH3:22])([CH3:21])[CH3:16])=[CH:4][CH:3]=1. (7) Given the reactants [OH-].[Na+].[CH3:3][C:4]([CH3:21])([CH3:20])[C:5]([N:7]1[CH2:19][CH2:18][C:17]2[C:16]3[C:11](=[CH:12][CH:13]=[CH:14][CH:15]=3)[NH:10][C:9]=2[CH2:8]1)=[O:6].[C:22]1([S:28](Cl)(=[O:30])=[O:29])[CH:27]=[CH:26][CH:25]=[CH:24][CH:23]=1, predict the reaction product. The product is: [C:22]1([S:28]([N:10]2[C:11]3[C:16](=[CH:15][CH:14]=[CH:13][CH:12]=3)[C:17]3[CH2:18][CH2:19][N:7]([C:5](=[O:6])[C:4]([CH3:21])([CH3:20])[CH3:3])[CH2:8][C:9]2=3)(=[O:30])=[O:29])[CH:27]=[CH:26][CH:25]=[CH:24][CH:23]=1. (8) Given the reactants NC[CH:3]1[CH2:8][CH2:7][CH2:6][CH:5]([CH2:9][NH:10][C:11]2[C:20]3[C:15](=CC=C(C=CC(N(C)C)=O)[CH:19]=3)[N:14]=[C:13]([CH:28]=[CH:29][C:30]3[CH:35]=[CH:34][C:33]([O:36][CH2:37]C4C=CC=CC=4)=[CH:32][CH:31]=3)[N:12]=2)[CH2:4]1.C[C:45]1[CH:50]=[CH:49][C:48](B(O)O)=[CH:47][CH:46]=1.[CH3:54][C:55]1[CH:60]=[CH:59][C:58]([C:61]2[CH:62]=[C:63]3C(=CC=2)N=CN=C3)=[CH:57][CH:56]=1.C(O)(C(F)(F)F)=O.[CH3:78][N:79](C=O)C, predict the reaction product. The product is: [NH2:79][CH2:78][CH:3]1[CH2:8][CH2:7][CH2:6][CH:5]([CH2:9][NH:10][C:11]2[C:20]3[C:15](=[CH:63][CH:62]=[C:61]([C:58]4[CH:57]=[CH:56][C:55]([CH3:54])=[CH:60][CH:59]=4)[CH:19]=3)[N:14]=[C:13]([CH:28]=[CH:29][C:30]3[CH:35]=[CH:34][C:33]([O:36][CH2:37][C:45]4[CH:50]=[CH:49][CH:48]=[CH:47][CH:46]=4)=[CH:32][CH:31]=3)[N:12]=2)[CH2:4]1. (9) Given the reactants [C:1]([O:5][C:6]([N:8]1[CH2:13][CH2:12][C:11]([CH2:16][N:17](CC2C=CC=CC=2)[CH3:18])([O:14][CH3:15])[CH2:10][CH2:9]1)=[O:7])([CH3:4])([CH3:3])[CH3:2], predict the reaction product. The product is: [C:1]([O:5][C:6]([N:8]1[CH2:9][CH2:10][C:11]([O:14][CH3:15])([CH2:16][NH:17][CH3:18])[CH2:12][CH2:13]1)=[O:7])([CH3:4])([CH3:3])[CH3:2].